From a dataset of NCI-60 drug combinations with 297,098 pairs across 59 cell lines. Regression. Given two drug SMILES strings and cell line genomic features, predict the synergy score measuring deviation from expected non-interaction effect. (1) Drug 1: CN1C(=O)N2C=NC(=C2N=N1)C(=O)N. Drug 2: C1C(C(OC1N2C=NC(=NC2=O)N)CO)O. Cell line: COLO 205. Synergy scores: CSS=16.9, Synergy_ZIP=-3.93, Synergy_Bliss=-5.04, Synergy_Loewe=-9.22, Synergy_HSA=-0.819. (2) Drug 1: CCC1=C2CN3C(=CC4=C(C3=O)COC(=O)C4(CC)O)C2=NC5=C1C=C(C=C5)O. Drug 2: CN(CC1=CN=C2C(=N1)C(=NC(=N2)N)N)C3=CC=C(C=C3)C(=O)NC(CCC(=O)O)C(=O)O. Cell line: SNB-75. Synergy scores: CSS=31.2, Synergy_ZIP=-12.3, Synergy_Bliss=-5.54, Synergy_Loewe=-1.76, Synergy_HSA=-1.02.